This data is from Full USPTO retrosynthesis dataset with 1.9M reactions from patents (1976-2016). The task is: Predict the reactants needed to synthesize the given product. Given the product [CH:23]1([C:22]2[N:8]3[CH:9]=[C:10]([C:17]4[CH:21]=[CH:20][O:19][CH:18]=4)[CH:11]=[C:12]([C:13]([F:16])([F:14])[F:15])[C:7]3=[N:6][C:5]=2[C:3]([OH:4])=[O:2])[CH2:24][CH2:25]1, predict the reactants needed to synthesize it. The reactants are: C[O:2][C:3]([C:5]1[N:6]=[C:7]2[C:12]([C:13]([F:16])([F:15])[F:14])=[CH:11][C:10]([C:17]3[CH:21]=[CH:20][O:19][CH:18]=3)=[CH:9][N:8]2[C:22]=1[CH:23]1[CH2:25][CH2:24]1)=[O:4].CN(C=O)C.[OH-].[Na+].C(O)(=O)CC(CC(O)=O)(C(O)=O)O.